From a dataset of Full USPTO retrosynthesis dataset with 1.9M reactions from patents (1976-2016). Predict the reactants needed to synthesize the given product. (1) Given the product [Br-:35].[F:24][C:11]([C:12]1[CH:17]=[CH:16][CH:15]=[CH:14][CH:13]=1)([C:18]1[CH:23]=[CH:22][CH:21]=[CH:20][CH:19]=1)[C:10]([O:9][C@@H:3]1[CH:4]2[CH2:5][CH2:6][N+:1]([CH2:34][C:33]([O:32][C:26]3[CH:31]=[CH:30][CH:29]=[CH:28][CH:27]=3)=[O:36])([CH2:8][CH2:7]2)[CH2:2]1)=[O:25], predict the reactants needed to synthesize it. The reactants are: [N:1]12[CH2:8][CH2:7][CH:4]([CH2:5][CH2:6]1)[C@@H:3]([O:9][C:10](=[O:25])[C:11]([F:24])([C:18]1[CH:23]=[CH:22][CH:21]=[CH:20][CH:19]=1)[C:12]1[CH:17]=[CH:16][CH:15]=[CH:14][CH:13]=1)[CH2:2]2.[C:26]1([O:32][C:33](=[O:36])[CH2:34][Br:35])[CH:31]=[CH:30][CH:29]=[CH:28][CH:27]=1. (2) Given the product [CH3:1][CH2:2][CH2:3][CH2:4][CH2:5][CH2:6][CH2:7][CH2:8][CH2:9][CH3:10].[CH2:1]=[CH:2][CH2:3][CH2:4][CH2:5][CH2:6][CH2:7][CH2:8][CH2:9][CH3:10], predict the reactants needed to synthesize it. The reactants are: [CH2:1]=[CH:2][CH2:3][CH2:4][CH2:5][CH2:6][CH2:7][CH2:8][CH2:9][CH3:10].C1C(I)=C(I)C(C(O)=O)=CC=1I.[H][H]. (3) Given the product [Cl:1][C:2]1[N:3]=[C:4]([N:13]2[CH2:18][CH2:17][O:16][CH2:15][CH2:14]2)[C:5]2[S:10][C:9]([CH2:11][N:21]3[CH2:26][CH2:25][CH:24]([CH2:27][N:28]4[CH2:33][CH2:32][O:31][CH2:30][CH2:29]4)[CH2:23][CH2:22]3)=[CH:8][C:6]=2[N:7]=1, predict the reactants needed to synthesize it. The reactants are: [Cl:1][C:2]1[N:3]=[C:4]([N:13]2[CH2:18][CH2:17][O:16][CH2:15][CH2:14]2)[C:5]2[S:10][C:9]([CH:11]=O)=[CH:8][C:6]=2[N:7]=1.Cl.Cl.[NH:21]1[CH2:26][CH2:25][CH:24]([CH2:27][N:28]2[CH2:33][CH2:32][O:31][CH2:30][CH2:29]2)[CH2:23][CH2:22]1. (4) The reactants are: C([O:3][C:4]([C:6]1[O:7][C:8]2[CH:15]=[CH:14][CH:13]=[C:12]([CH2:16][CH2:17][CH2:18][O:19][CH3:20])[C:9]=2[C:10]=1[CH3:11])=[O:5])C.[Li+].[OH-].Cl. Given the product [CH3:20][O:19][CH2:18][CH2:17][CH2:16][C:12]1[C:9]2[C:10]([CH3:11])=[C:6]([C:4]([OH:5])=[O:3])[O:7][C:8]=2[CH:15]=[CH:14][CH:13]=1, predict the reactants needed to synthesize it. (5) Given the product [F:1][C:2]1[CH:7]=[CH:6][C:5]([F:8])=[CH:4][C:3]=1[C:9]1[CH2:10][CH2:11][N:12]([CH2:23][C:40](=[O:42])[C@@H:36]([NH:35][C:33](=[O:34])[O:32][C:28]([CH3:29])([CH3:30])[CH3:31])[CH:37]([CH3:38])[CH3:39])[CH:13]([C:15]2[CH:20]=[CH:19][CH:18]=[C:17]([O:21][CH3:22])[CH:16]=2)[CH:14]=1, predict the reactants needed to synthesize it. The reactants are: [F:1][C:2]1[CH:7]=[CH:6][C:5]([F:8])=[CH:4][C:3]=1[C:9]1[CH2:10][CH2:11][NH:12][CH:13]([C:15]2[CH:20]=[CH:19][CH:18]=[C:17]([O:21][CH3:22])[CH:16]=2)[CH:14]=1.[CH3:23]N(C=O)C.[C:28]([O:32][C:33]([NH:35][C@H:36]([C:40]([OH:42])=O)[CH:37]([CH3:39])[CH3:38])=[O:34])([CH3:31])([CH3:30])[CH3:29].C1CN([P+](ON2N=NC3C=CC=CC2=3)(N2CCCC2)N2CCCC2)CC1.F[P-](F)(F)(F)(F)F. (6) Given the product [CH3:24][Si:25]([C:28]#[C:29][C:2]1[CH:16]=[CH:15][C:5]2[N:6]=[C:7]([NH:9][C:10]([NH:12][CH2:13][CH3:14])=[O:11])[S:8][C:4]=2[CH:3]=1)([CH3:27])[CH3:26], predict the reactants needed to synthesize it. The reactants are: Br[C:2]1[CH:16]=[CH:15][C:5]2[N:6]=[C:7]([NH:9][C:10]([NH:12][CH2:13][CH3:14])=[O:11])[S:8][C:4]=2[CH:3]=1.C(N(CC)CC)C.[CH3:24][Si:25]([C:28]#[CH:29])([CH3:27])[CH3:26].